From a dataset of Reaction yield outcomes from USPTO patents with 853,638 reactions. Predict the reaction yield, written as a fraction of the theoretical maximum amount of product (1.0 means a 100% yield; for example, 0.34 means a 34% yield). The reactants are [CH2:1]([C:3]1[CH:8]=[CH:7][C:6]([C@H:9]2[CH2:14][C@@H:13]([C:15]([F:18])([F:17])[F:16])[N:12]3[N:19]=[CH:20][C:21]([C:22]([OH:24])=O)=[C:11]3[NH:10]2)=[CH:5][CH:4]=1)[CH3:2].CN(C(ON1N=NC2C=CC=NC1=2)=[N+](C)C)C.F[P-](F)(F)(F)(F)F.C(N(CC)C(C)C)(C)C.[F:58][C:59]1[CH:60]=[C:61]([CH:64]=[C:65]([F:67])[CH:66]=1)[CH2:62][NH2:63]. No catalyst specified. The product is [F:58][C:59]1[CH:60]=[C:61]([CH2:62][NH:63][C:22]([C:21]2[CH:20]=[N:19][N:12]3[C@H:13]([C:15]([F:18])([F:17])[F:16])[CH2:14][C@H:9]([C:6]4[CH:7]=[CH:8][C:3]([CH2:1][CH3:2])=[CH:4][CH:5]=4)[NH:10][C:11]=23)=[O:24])[CH:64]=[C:65]([F:67])[CH:66]=1. The yield is 0.400.